From a dataset of Rat liver microsome stability data. Regression/Classification. Given a drug SMILES string, predict its absorption, distribution, metabolism, or excretion properties. Task type varies by dataset: regression for continuous measurements (e.g., permeability, clearance, half-life) or binary classification for categorical outcomes (e.g., BBB penetration, CYP inhibition). Dataset: rlm. (1) The drug is COc1ccccc1CNC(=O)CCCn1nc(C)c2c(C)n(-c3ccc(C)cc3)nc2c1=O. The result is 1 (stable in rat liver microsomes). (2) The compound is O=S(=O)(Nc1ccccc1)c1ccc(NCc2cccc(Cl)c2O)cc1. The result is 1 (stable in rat liver microsomes). (3) The molecule is O=C(O)[C@H]1CC[C@](O)(C(=O)N2CC[C@@]3(S(=O)(=O)c4ccc(F)cc4)c4ccc(C(F)(C(F)(F)F)C(F)(F)F)cc4CC[C@@H]23)CC1. The result is 0 (unstable in rat liver microsomes). (4) The molecule is Cc1cc(-c2nnc(N)nc2-c2ccccc2)cc(C)c1O. The result is 0 (unstable in rat liver microsomes). (5) The molecule is CCn1c(C(=O)NCCN)ccc1C(CC)(CC)c1ccc(OCS(=O)(=O)c2ccccc2)c(C)c1. The result is 0 (unstable in rat liver microsomes). (6) The compound is Cc1c2c(n3c1CC[C@@H](C)N[C@H](C)CNc1cc-3ccc1C(N)=O)CC(C)(C)CC2=O. The result is 1 (stable in rat liver microsomes). (7) The drug is Cc1ccc(NC(=O)Nc2cc3c(cc2N2CCCCC2)n(C)c(=O)n3C)cc1Cl. The result is 1 (stable in rat liver microsomes). (8) The molecule is O=C(Nc1ccc(Br)cc1)c1ccc(F)c(S(=O)(=O)NC2CCCCCC2)c1. The result is 1 (stable in rat liver microsomes).